This data is from Forward reaction prediction with 1.9M reactions from USPTO patents (1976-2016). The task is: Predict the product of the given reaction. Given the reactants [Br:1][C:2]1[CH:3]=[C:4](/[CH:15]=[CH:16]/[C:17]([O:19][CH2:20][CH3:21])=[O:18])[N:5](COCC[Si](C)(C)C)[CH:6]=1.[F-].C([N+](CCCC)(CCCC)CCCC)CCC, predict the reaction product. The product is: [Br:1][C:2]1[CH:3]=[C:4](/[CH:15]=[CH:16]/[C:17]([O:19][CH2:20][CH3:21])=[O:18])[NH:5][CH:6]=1.